The task is: Predict which catalyst facilitates the given reaction.. This data is from Catalyst prediction with 721,799 reactions and 888 catalyst types from USPTO. (1) Reactant: [C:1]1([NH:7][NH2:8])[CH:6]=[CH:5][CH:4]=[CH:3][CH:2]=1.[CH3:9][CH:10]([CH3:19])[C:11](=O)[CH2:12][C:13](OCC)=[O:14]. Product: [C:1]1([N:7]2[C:13]([OH:14])=[CH:12][C:11]([CH:10]([CH3:19])[CH3:9])=[N:8]2)[CH:6]=[CH:5][CH:4]=[CH:3][CH:2]=1. The catalyst class is: 8. (2) Product: [F:59][C:56]1[CH:57]=[CH:58][C:53]([CH:45]([C:46]2[CH:51]=[CH:50][C:49]([F:52])=[CH:48][CH:47]=2)[C@@H:36]([C:35]([NH:34][C:7]2[CH:6]=[N:5][CH:4]=[C:3]([F:2])[C:8]=2[CH2:9][CH2:10][C@H:11]2[O:16][CH2:15][C@@H:14]([CH2:17][O:18][C:19](=[O:26])[NH:20][CH2:21][C:22]([F:24])([F:23])[F:25])[NH:13][CH2:12]2)=[O:60])[NH:37][C:38]([O:40][CH2:41][CH:42]([CH3:43])[CH3:44])=[O:39])=[CH:54][CH:55]=1. The catalyst class is: 12. Reactant: Cl.[F:2][C:3]1[CH:4]=[N:5][CH:6]=[C:7]([NH:34][C:35](=[O:60])[C@H:36]([CH:45]([C:53]2[CH:58]=[CH:57][C:56]([F:59])=[CH:55][CH:54]=2)[C:46]2[CH:51]=[CH:50][C:49]([F:52])=[CH:48][CH:47]=2)[NH:37][C:38]([O:40][CH2:41][CH:42]([CH3:44])[CH3:43])=[O:39])[C:8]=1[CH2:9][CH2:10][C@H:11]1[O:16][CH2:15][C@@H:14]([CH2:17][O:18][C:19](=[O:26])[NH:20][CH2:21][C:22]([F:25])([F:24])[F:23])[N:13](C(OC(C)(C)C)=O)[CH2:12]1. (3) Product: [C:9]1([S:15]([N:18]2[C:22]3=[N:23][CH:24]=[CH:25][CH:26]=[C:21]3[CH:20]=[C:19]2[C:27](=[O:29])[CH3:28])(=[O:17])=[O:16])[CH:10]=[CH:11][CH:12]=[CH:13][CH:14]=1. The catalyst class is: 266. Reactant: C([N-]C(C)C)(C)C.[Li+].[C:9]1([S:15]([N:18]2[C:22]3=[N:23][CH:24]=[CH:25][CH:26]=[C:21]3[CH:20]=[CH:19]2)(=[O:17])=[O:16])[CH:14]=[CH:13][CH:12]=[CH:11][CH:10]=1.[C:27](OC(=O)C)(=[O:29])[CH3:28].O. (4) Reactant: [Cl:1][C:2]1[N:7]=[C:6](Cl)[C:5]([Cl:9])=[CH:4][N:3]=1.C([O-])([O-])=O.[Na+].[Na+].[NH:16]1[C:24]2[C:19](=[CH:20][C:21]([NH2:25])=[CH:22][CH:23]=2)[CH:18]=[N:17]1. Product: [Cl:1][C:2]1[N:7]=[C:6]([NH:25][C:21]2[CH:20]=[C:19]3[C:24](=[CH:23][CH:22]=2)[NH:16][N:17]=[CH:18]3)[C:5]([Cl:9])=[CH:4][N:3]=1. The catalyst class is: 14. (5) Reactant: C([O:3][C:4](=[O:40])[C:5]([O:35][CH2:36][CH2:37][CH2:38][CH3:39])([CH3:34])[CH2:6][C:7]1[CH:12]=[CH:11][C:10]([O:13][CH2:14][CH2:15][CH:16]2[CH2:20][N:19]([CH2:21][C:22]3[CH:27]=[CH:26][CH:25]=[C:24]([C:28]([F:31])([F:30])[F:29])[CH:23]=3)[C:18](=[O:32])[N:17]2[CH3:33])=[CH:9][CH:8]=1)C.[OH-].[Na+]. Product: [CH2:36]([O:35][C:5]([CH3:34])([CH2:6][C:7]1[CH:8]=[CH:9][C:10]([O:13][CH2:14][CH2:15][CH:16]2[CH2:20][N:19]([CH2:21][C:22]3[CH:27]=[CH:26][CH:25]=[C:24]([C:28]([F:31])([F:29])[F:30])[CH:23]=3)[C:18](=[O:32])[N:17]2[CH3:33])=[CH:11][CH:12]=1)[C:4]([OH:40])=[O:3])[CH2:37][CH2:38][CH3:39]. The catalyst class is: 8. (6) Reactant: [F:1][C:2]([F:24])([F:23])[C:3]1[CH:8]=[CH:7][N:6]=[C:5]([N:9]2[CH2:14][CH2:13][CH:12]([NH:15]C(=O)OC(C)(C)C)[CH2:11][CH2:10]2)[CH:4]=1.C1COCC1. The catalyst class is: 89. Product: [F:24][C:2]([F:1])([F:23])[C:3]1[CH:8]=[CH:7][N:6]=[C:5]([N:9]2[CH2:14][CH2:13][CH:12]([NH2:15])[CH2:11][CH2:10]2)[CH:4]=1. (7) Reactant: [CH:1]1([N:4]2[CH:8]=[CH:7][C:6]([C:9]([OH:11])=O)=[N:5]2)[CH2:3][CH2:2]1.CCN=C=NCCCN(C)C.C1C=CC2N(O)N=NC=2C=1.CCN(C(C)C)C(C)C.[NH2:42][C@@H:43]([CH3:60])[CH2:44][N:45]1[CH:49]=[CH:48][C:47]([C:50]2[CH:57]=[C:56]([F:58])[C:53]([C:54]#[N:55])=[C:52]([Cl:59])[CH:51]=2)=[N:46]1. Product: [Cl:59][C:52]1[CH:51]=[C:50]([C:47]2[CH:48]=[CH:49][N:45]([CH2:44][C@@H:43]([NH:42][C:9]([C:6]3[CH:7]=[CH:8][N:4]([CH:1]4[CH2:2][CH2:3]4)[N:5]=3)=[O:11])[CH3:60])[N:46]=2)[CH:57]=[C:56]([F:58])[C:53]=1[C:54]#[N:55]. The catalyst class is: 2.